Dataset: Full USPTO retrosynthesis dataset with 1.9M reactions from patents (1976-2016). Task: Predict the reactants needed to synthesize the given product. (1) Given the product [CH3:12][C:13]1([CH3:18])[CH2:16][O:1][B:2]([C:3]2[S:7][C:6]([C:8]([OH:10])=[O:9])=[CH:5][CH:4]=2)[O:11][CH2:14]1, predict the reactants needed to synthesize it. The reactants are: [OH:1][B:2]([OH:11])[C:3]1[S:7][C:6]([C:8]([OH:10])=[O:9])=[CH:5][CH:4]=1.[CH3:12][C:13]([CH3:18])([CH2:16]O)[CH2:14]O. (2) Given the product [C:1]([C:3]1[C:4]([CH3:15])=[CH:5][C:6]([C:10]([O:12][CH2:13][CH3:14])=[O:11])=[N:7][C:8]=1[O:9][CH3:19])#[N:2], predict the reactants needed to synthesize it. The reactants are: [C:1]([C:3]1[C:8](=[O:9])[NH:7][C:6]([C:10]([O:12][CH2:13][CH3:14])=[O:11])=[CH:5][C:4]=1[CH3:15])#[N:2].[OH-].[Na+].Cl[CH2:19]Cl. (3) Given the product [NH2:8][C:7]1[CH:6]=[CH:5][C:4]([CH2:11][C:12]([O:14][CH3:15])=[O:13])=[CH:3][C:2]=1[Cl:1], predict the reactants needed to synthesize it. The reactants are: [Cl:1][C:2]1[CH:3]=[C:4]([CH2:11][C:12]([O:14][CH3:15])=[O:13])[CH:5]=[CH:6][C:7]=1[N+:8]([O-])=O.C(O[Na])(C)=O.O.O.O.CC(O)=O. (4) Given the product [C:1]([O:5][C:6](=[O:25])[C:7]([S:10][C:11]1[C:20]([Cl:21])=[CH:19][C:18]2[CH2:17][CH:16]([N:22]([CH2:23][CH3:24])[C:27]([O:29][C:30]3[CH:35]=[CH:34][C:33]([CH3:36])=[CH:32][CH:31]=3)=[O:28])[CH2:15][CH2:14][C:13]=2[CH:12]=1)([CH3:9])[CH3:8])([CH3:2])([CH3:3])[CH3:4], predict the reactants needed to synthesize it. The reactants are: [C:1]([O:5][C:6](=[O:25])[C:7]([S:10][C:11]1[C:20]([Cl:21])=[CH:19][C:18]2[CH2:17][CH:16]([NH:22][CH2:23][CH3:24])[CH2:15][CH2:14][C:13]=2[CH:12]=1)([CH3:9])[CH3:8])([CH3:4])([CH3:3])[CH3:2].Cl[C:27]([O:29][C:30]1[CH:35]=[CH:34][C:33]([CH3:36])=[CH:32][CH:31]=1)=[O:28]. (5) Given the product [Br:1][C:14]1[N:11]2[N:12]=[CH:13][C:8]([C:6]([O:5][CH2:3][CH3:4])=[O:7])=[CH:9][C:10]2=[N:16][N:15]=1, predict the reactants needed to synthesize it. The reactants are: [Br:1]Br.[CH2:3]([O:5][C:6]([C:8]1[CH:13]=[N:12][N:11]2[CH:14]=[N:15][N:16]=[C:10]2[CH:9]=1)=[O:7])[CH3:4].C([O-])([O-])=O.[K+].[K+]. (6) Given the product [F:14][C:15]1[CH:22]=[C:21]([I:23])[CH:20]=[C:19]([F:24])[C:16]=1[C@@H:17]1[C:2]2[NH:1][C:9]3[C:4]([C:3]=2[CH2:10][C@@H:11]([CH3:12])[NH:13]1)=[CH:5][CH:6]=[CH:7][CH:8]=3, predict the reactants needed to synthesize it. The reactants are: [NH:1]1[C:9]2[C:4](=[CH:5][CH:6]=[CH:7][CH:8]=2)[C:3]([CH2:10][C@H:11]([NH2:13])[CH3:12])=[CH:2]1.[F:14][C:15]1[CH:22]=[C:21]([I:23])[CH:20]=[C:19]([F:24])[C:16]=1[CH:17]=O.C(O)(C(F)(F)F)=O. (7) Given the product [N:13]1[CH:14]=[CH:15][CH:16]=[CH:17][C:12]=1[N:9]1[C:5]2=[N:6][CH:7]=[N:8][C:3]([NH:1]/[N:2]=[CH:18]/[CH:20]3[CH2:25][CH2:24][N:23]([C:26]([O:28][C:29]([CH3:30])([CH3:32])[CH3:31])=[O:27])[CH2:22][CH2:21]3)=[C:4]2[CH:11]=[N:10]1, predict the reactants needed to synthesize it. The reactants are: [NH:1]([C:3]1[N:8]=[CH:7][N:6]=[C:5]2[N:9]([C:12]3[CH:17]=[CH:16][CH:15]=[CH:14][N:13]=3)[N:10]=[CH:11][C:4]=12)[NH2:2].[CH:18]([CH:20]1[CH2:25][CH2:24][N:23]([C:26]([O:28][C:29]([CH3:32])([CH3:31])[CH3:30])=[O:27])[CH2:22][CH2:21]1)=O.COC1N=C(N2C3=NC=NC(NN=CC4C=CN=CC=4)=C3C=N2)C=CC=1. (8) Given the product [CH2:1]([N:8]1[C:16]2[C:11](=[CH:12][C:13]([C:17]3[CH:26]=[CH:25][C:20]([O:21][CH2:22][C:23]4[NH:42][N:41]=[N:40][N:24]=4)=[CH:19][CH:18]=3)=[CH:14][CH:15]=2)[C:10]([CH2:27][C:28]2[CH:29]=[CH:30][CH:31]=[CH:32][CH:33]=2)=[C:9]1[C:34]1[CH:39]=[CH:38][CH:37]=[CH:36][CH:35]=1)[C:2]1[CH:3]=[CH:4][CH:5]=[CH:6][CH:7]=1, predict the reactants needed to synthesize it. The reactants are: [CH2:1]([N:8]1[C:16]2[C:11](=[CH:12][C:13]([C:17]3[CH:26]=[CH:25][C:20]([O:21][CH2:22][C:23]#[N:24])=[CH:19][CH:18]=3)=[CH:14][CH:15]=2)[C:10]([CH2:27][C:28]2[CH:33]=[CH:32][CH:31]=[CH:30][CH:29]=2)=[C:9]1[C:34]1[CH:39]=[CH:38][CH:37]=[CH:36][CH:35]=1)[C:2]1[CH:7]=[CH:6][CH:5]=[CH:4][CH:3]=1.[N-:40]=[N+:41]=[N-:42].[Na+].[NH4+].[Cl-]. (9) Given the product [C:18]1([CH2:17][NH:16][CH2:3][C:4]2[N:5]=[C:6]3[C:11](=[N:12][CH:13]=2)[N:10]=[C:9]([NH2:14])[N:8]=[C:7]3[NH2:15])[C:27]2[C:22](=[CH:23][CH:24]=[CH:25][CH:26]=2)[CH:21]=[CH:20][CH:19]=1, predict the reactants needed to synthesize it. The reactants are: Br.Br[CH2:3][C:4]1[N:5]=[C:6]2[C:11](=[N:12][CH:13]=1)[N:10]=[C:9]([NH2:14])[N:8]=[C:7]2[NH2:15].[NH2:16][CH2:17][C:18]1[C:27]2[C:22](=[CH:23][CH:24]=[CH:25][CH:26]=2)[CH:21]=[CH:20][CH:19]=1.C(=O)(O)[O-].